Predict the reaction yield, written as a fraction of the theoretical maximum amount of product (1.0 means a 100% yield; for example, 0.34 means a 34% yield). From a dataset of Reaction yield outcomes from USPTO patents with 853,638 reactions. (1) The reactants are [CH3:1][C:2]1[O:6][N:5]=[C:4]([C:7]2[CH:12]=[CH:11][CH:10]=[CH:9][CH:8]=2)[C:3]=1[CH2:13][OH:14].Cl[C:16]1[CH:25]=[CH:24][C:19]([C:20]([O:22][CH3:23])=[O:21])=[CH:18][N:17]=1. No catalyst specified. The product is [CH3:23][O:22][C:20](=[O:21])[C:19]1[CH:24]=[CH:25][C:16]([O:14][CH2:13][C:3]2[C:4]([C:7]3[CH:12]=[CH:11][CH:10]=[CH:9][CH:8]=3)=[N:5][O:6][C:2]=2[CH3:1])=[N:17][CH:18]=1. The yield is 0.420. (2) The reactants are C(OC(=O)[NH:7][CH:8]([C:13](=[O:33])[NH:14][C:15]1[CH:20]=[CH:19][C:18]([C:21]2[CH:26]=[C:25]([C:27]3[O:28][CH:29]=[CH:30][N:31]=3)[CH:24]=[CH:23][C:22]=2[CH3:32])=[CH:17][CH:16]=1)[CH2:9][CH:10]([CH3:12])[CH3:11])(C)(C)C.FC(F)(F)C(O)=O.C(Cl)Cl.CO. The catalyst is C(Cl)Cl. The product is [CH3:32][C:22]1[CH:23]=[CH:24][C:25]([C:27]2[O:28][CH:29]=[CH:30][N:31]=2)=[CH:26][C:21]=1[C:18]1[CH:17]=[CH:16][C:15]([NH:14][C:13](=[O:33])[CH:8]([NH2:7])[CH2:9][CH:10]([CH3:12])[CH3:11])=[CH:20][CH:19]=1. The yield is 0.210. (3) The reactants are Br[C:2]1[CH:3]=[C:4]2[C:9](=[CH:10][CH:11]=1)[N:8]=[CH:7][CH:6]=[CH:5]2.[C:12]([O:16][CH2:17][CH3:18])(=[O:15])[CH:13]=[CH2:14].C(N(CC)CC)C.CCCCCC. The catalyst is CN(C=O)C.C([O-])(=O)C.[Pd+2].C([O-])(=O)C. The product is [CH2:17]([O:16][C:12](=[O:15])[CH:13]=[CH:14][C:2]1[CH:3]=[C:4]2[C:9](=[CH:10][CH:11]=1)[N:8]=[CH:7][CH:6]=[CH:5]2)[CH3:18]. The yield is 0.550. (4) The reactants are [Cl:1][S:2]([OH:5])(=O)=[O:3].[N:6]1[CH:11]=[CH:10][C:9]([C:12]2[C:21]3[C:16](=[CH:17][CH:18]=[C:19]([C:22]4[CH:23]=[CH:24][C:25]([NH2:28])=[N:26][CH:27]=4)[CH:20]=3)[N:15]=[CH:14][CH:13]=2)=[CH:8][CH:7]=1. No catalyst specified. The product is [NH2:28][C:25]1[C:24]([S:2]([Cl:1])(=[O:5])=[O:3])=[CH:23][C:22]([C:19]2[CH:20]=[C:21]3[C:16](=[CH:17][CH:18]=2)[N:15]=[CH:14][CH:13]=[C:12]3[C:9]2[CH:10]=[CH:11][N:6]=[CH:7][CH:8]=2)=[CH:27][N:26]=1. The yield is 0.470. (5) The reactants are [CH3:1][O-:2].[Na+].Cl[C:5]1[N:10]=[C:9]([NH:11][CH3:12])[C:8]([N+:13]([O-:15])=[O:14])=[C:7]([NH:16][CH2:17][C:18]2[C:23]([CH3:24])=[CH:22][CH:21]=[CH:20][C:19]=2[CH2:25][CH3:26])[CH:6]=1.O.Cl. The catalyst is CO. The product is [CH2:25]([C:19]1[CH:20]=[CH:21][CH:22]=[C:23]([CH3:24])[C:18]=1[CH2:17][NH:16][C:7]1[CH:6]=[C:5]([O:2][CH3:1])[N:10]=[C:9]([NH:11][CH3:12])[C:8]=1[N+:13]([O-:15])=[O:14])[CH3:26]. The yield is 0.910. (6) The reactants are [C:1]([O:5][C:6](=[O:31])[CH2:7][O:8][C:9]1[C:14]2[CH2:15][CH2:16][CH2:17][CH2:18][CH:19]([NH:20][S:21]([C:24]3[CH:29]=[CH:28][C:27](I)=[CH:26][CH:25]=3)(=[O:23])=[O:22])[C:13]=2[CH:12]=[CH:11][CH:10]=1)([CH3:4])([CH3:3])[CH3:2].[OH:32][C:33]1[CH:38]=[CH:37][C:36](B(O)O)=[CH:35][CH:34]=1.C([O-])([O-])=O.[K+].[K+]. The catalyst is O1CCOCC1.C1C=CC([P]([Pd]([P](C2C=CC=CC=2)(C2C=CC=CC=2)C2C=CC=CC=2)([P](C2C=CC=CC=2)(C2C=CC=CC=2)C2C=CC=CC=2)[P](C2C=CC=CC=2)(C2C=CC=CC=2)C2C=CC=CC=2)(C2C=CC=CC=2)C2C=CC=CC=2)=CC=1. The product is [C:1]([O:5][C:6](=[O:31])[CH2:7][O:8][C:9]1[C:14]2[CH2:15][CH2:16][CH2:17][CH2:18][CH:19]([NH:20][S:21]([C:24]3[CH:29]=[CH:28][C:27]([C:36]4[CH:37]=[CH:38][C:33]([OH:32])=[CH:34][CH:35]=4)=[CH:26][CH:25]=3)(=[O:23])=[O:22])[C:13]=2[CH:12]=[CH:11][CH:10]=1)([CH3:4])([CH3:3])[CH3:2]. The yield is 0.640. (7) The reactants are Br[CH2:2][CH2:3][O:4][C:5]1[CH:10]=[CH:9][C:8]([CH2:11][C@H:12]([NH:17][C:18]([O:20][C:21]([CH3:24])([CH3:23])[CH3:22])=[O:19])[C:13]([O:15][CH3:16])=[O:14])=[CH:7][CH:6]=1.[N-:25]=[N+:26]=[N-:27].[Na+]. The catalyst is CN(C=O)C.O. The product is [N:25]([CH2:2][CH2:3][O:4][C:5]1[CH:10]=[CH:9][C:8]([CH2:11][C@H:12]([NH:17][C:18]([O:20][C:21]([CH3:24])([CH3:23])[CH3:22])=[O:19])[C:13]([O:15][CH3:16])=[O:14])=[CH:7][CH:6]=1)=[N+:26]=[N-:27]. The yield is 1.00.